Task: Predict the product of the given reaction.. Dataset: Forward reaction prediction with 1.9M reactions from USPTO patents (1976-2016) (1) Given the reactants C(OC(=O)[NH:7][C@H:8]1[CH2:13][CH2:12][C@H:11]([CH2:14][CH2:15][N:16]2[CH2:21][CH2:20][CH2:19][CH2:18][CH:17]2[C:22]2[CH:23]=[C:24]3[CH:28]=[CH:27][CH:26]=[C:25]3[O:29][CH:30]=2)[CH2:10][CH2:9]1)(C)(C)C.[ClH:32].C(OCC)C, predict the reaction product. The product is: [ClH:32].[ClH:32].[O:29]1[C:25]2=[CH:26][CH:27]=[CH:28][C:24]2=[CH:23][C:22]([CH:17]2[CH2:18][CH2:19][CH2:20][CH2:21][N:16]2[CH2:15][CH2:14][C@H:11]2[CH2:10][CH2:9][C@H:8]([NH2:7])[CH2:13][CH2:12]2)=[CH:30]1. (2) Given the reactants [CH2:1]([O:8][C@H:9]1[CH2:27][C@:13]2([C:28]3[CH:33]=[CH:32][CH:31]=[CH:30][C:29]=3[F:34])[N:14]=[C:15]([NH:18]C(=O)C3C=CC=CC=3)[S:16][CH2:17][C@@H:12]2[CH2:11][CH2:10]1)[C:2]1[CH:7]=[CH:6][CH:5]=[CH:4][CH:3]=1.C1CCN2C(=NCCC2)CC1, predict the reaction product. The product is: [CH2:1]([O:8][C@H:9]1[CH2:27][C@:13]2([C:28]3[CH:33]=[CH:32][CH:31]=[CH:30][C:29]=3[F:34])[N:14]=[C:15]([NH2:18])[S:16][CH2:17][C@@H:12]2[CH2:11][CH2:10]1)[C:2]1[CH:3]=[CH:4][CH:5]=[CH:6][CH:7]=1. (3) Given the reactants [C:1]([O:5][C:6]([N:8]1[CH2:13][CH:12]=[C:11]([C:14]2[C:22]3[C:17](=[N:18][CH:19]=[CH:20][CH:21]=3)[NH:16][CH:15]=2)[CH2:10][CH2:9]1)=[O:7])([CH3:4])([CH3:3])[CH3:2], predict the reaction product. The product is: [C:1]([O:5][C:6]([N:8]1[CH2:9][CH2:10][CH:11]([C:14]2[C:22]3[C:17](=[N:18][CH:19]=[CH:20][CH:21]=3)[NH:16][CH:15]=2)[CH2:12][CH2:13]1)=[O:7])([CH3:4])([CH3:2])[CH3:3]. (4) Given the reactants Cl[C:2]1[C:7]([N+:8]([O-:10])=[O:9])=[CH:6][N:5]=[C:4]([N:11]2[CH2:16][CH2:15][N:14]([CH3:17])[CH2:13][CH2:12]2)[CH:3]=1.[C:18]1([CH3:24])[CH:23]=[CH:22][CH:21]=[CH:20][CH:19]=1.C1(C)C=CC=CC=1OBO.O, predict the reaction product. The product is: [CH3:17][N:14]1[CH2:15][CH2:16][N:11]([C:4]2[CH:3]=[C:2]([C:19]3[CH:20]=[CH:21][CH:22]=[CH:23][C:18]=3[CH3:24])[C:7]([N+:8]([O-:10])=[O:9])=[CH:6][N:5]=2)[CH2:12][CH2:13]1. (5) Given the reactants [F:1][C:2]1[CH:10]=[C:9]2[C:5]([C:6]([C:20]3[CH:21]=[CH:22][C:23]4[N:27]=[C:26]([CH2:28][NH:29][C:30](=[O:32])[O-:31])[NH:25][C:24]=4[CH:33]=3)=[CH:7][N:8]2S(C2C=CC=CC=2)(=O)=O)=[CH:4][CH:3]=1.[OH-].[Na+], predict the reaction product. The product is: [C:5]([O:31][C:30](=[O:32])[NH:29][CH2:28][C:26]1[NH:25][C:24]2[CH:33]=[C:20]([C:6]3[C:5]4[C:9](=[CH:10][C:2]([F:1])=[CH:3][CH:4]=4)[NH:8][CH:7]=3)[CH:21]=[CH:22][C:23]=2[N:27]=1)([CH3:9])([CH3:6])[CH3:4]. (6) Given the reactants [CH3:1][O:2][C:3]1[CH:4]=[C:5]([C:11]2[C@@H:20]3[C@@H:15]([CH2:16][CH:17]=[CH:18][CH2:19]3)[C:14](=[O:21])[N:13]([C:22]3[CH:27]=[CH:26][C:25]([OH:28])=[CH:24][CH:23]=3)[N:12]=2)[CH:6]=[CH:7][C:8]=1[O:9][CH3:10].[Br:29][CH2:30][CH2:31]Br.BrCCCCOC1C=CC(N2N=C(C3C=CC(OC)=C(OC)C=3)[C@@H]3[C@@H](CC=CC3)C2=O)=CC=1, predict the reaction product. The product is: [Br:29][CH2:30][CH2:31][O:28][C:25]1[CH:24]=[CH:23][C:22]([N:13]2[N:12]=[C:11]([C:5]3[CH:6]=[CH:7][C:8]([O:9][CH3:10])=[C:3]([O:2][CH3:1])[CH:4]=3)[C@@H:20]3[C@@H:15]([CH2:16][CH:17]=[CH:18][CH2:19]3)[C:14]2=[O:21])=[CH:27][CH:26]=1. (7) The product is: [Br:31][C:32]1[CH:33]=[C:34]([NH:35][C:14]([C:12]2[S:13][C:9]([S:8][C:5]3[CH:4]=[CH:3][C:2]([OH:1])=[CH:7][CH:6]=3)=[C:10]([N+:17]([O-:19])=[O:18])[CH:11]=2)=[O:16])[CH:36]=[CH:37][CH:38]=1. Given the reactants [OH:1][C:2]1[CH:7]=[CH:6][C:5]([S:8][C:9]2[S:13][C:12]([C:14]([OH:16])=O)=[CH:11][C:10]=2[N+:17]([O-:19])=[O:18])=[CH:4][CH:3]=1.C(Cl)(=O)C(Cl)=O.CN(C)C=O.[Br:31][C:32]1[CH:33]=[C:34]([CH:36]=[CH:37][CH:38]=1)[NH2:35], predict the reaction product. (8) Given the reactants [CH:1]([C:4]1[CH:9]=[CH:8][C:7]([CH:10]2[C:14]3[C:15]([CH3:35])=[C:16]([NH:26][C:27](=[O:34])OCC(Cl)(Cl)Cl)[C:17]([CH3:25])=[C:18]([C:19]4[CH:24]=[CH:23][CH:22]=[CH:21][CH:20]=4)[C:13]=3[O:12][CH2:11]2)=[CH:6][CH:5]=1)([CH3:3])[CH3:2].[NH2:36][CH2:37][CH2:38][OH:39], predict the reaction product. The product is: [OH:39][CH2:38][CH2:37][NH:36][C:27]([NH:26][C:16]1[C:17]([CH3:25])=[C:18]([C:19]2[CH:20]=[CH:21][CH:22]=[CH:23][CH:24]=2)[C:13]2[O:12][CH2:11][CH:10]([C:7]3[CH:8]=[CH:9][C:4]([CH:1]([CH3:2])[CH3:3])=[CH:5][CH:6]=3)[C:14]=2[C:15]=1[CH3:35])=[O:34]. (9) Given the reactants [CH3:1][O:2][C:3]1[C:11]2[O:10][C:9]([C:12]([OH:14])=O)=[CH:8][C:7]=2[CH:6]=[CH:5][CH:4]=1.[Cl:15][C:16]1[CH:22]=[CH:21][C:19]([NH2:20])=[CH:18][CH:17]=1, predict the reaction product. The product is: [Cl:15][C:16]1[CH:22]=[CH:21][C:19]([NH:20][C:12]([C:9]2[O:10][C:11]3[C:3]([O:2][CH3:1])=[CH:4][CH:5]=[CH:6][C:7]=3[CH:8]=2)=[O:14])=[CH:18][CH:17]=1. (10) Given the reactants [Br:1][C:2]1[CH:7]=[C:6]([CH2:8][C:9]2[CH:14]=[CH:13][C:12]([O:15][CH2:16][CH3:17])=[CH:11][CH:10]=2)[C:5]([Cl:18])=[CH:4][C:3]=1[O:19]C.Cl, predict the reaction product. The product is: [Br:1][C:2]1[CH:7]=[C:6]([CH2:8][C:9]2[CH:10]=[CH:11][C:12]([O:15][CH2:16][CH3:17])=[CH:13][CH:14]=2)[C:5]([Cl:18])=[CH:4][C:3]=1[OH:19].